This data is from Reaction yield outcomes from USPTO patents with 853,638 reactions. The task is: Predict the reaction yield, written as a fraction of the theoretical maximum amount of product (1.0 means a 100% yield; for example, 0.34 means a 34% yield). (1) The reactants are [CH:1]1[C:10]2[C:5](=[CH:6][CH:7]=[CH:8][CH:9]=2)[CH:4]=[C:3]([C:11]([OH:13])=O)[N:2]=1.CN(C(ON1N=NC2C=CC=CC1=2)=[N+](C)C)C.F[P-](F)(F)(F)(F)F.CCN(C(C)C)C(C)C.[CH2:47]([O:49][C:50]([C:52]1[C:60]2[N:59]=[C:58]([NH2:61])[NH:57][C:56]=2[CH:55]=[C:54]([O:62][CH2:63][CH3:64])[CH:53]=1)=[O:51])[CH3:48]. The catalyst is CN(C=O)C.[Cl-].[Na+].O. The product is [CH2:47]([O:49][C:50]([C:52]1[C:60]2[NH:59][C:58]([NH:61][C:11]([C:3]3[N:2]=[CH:1][C:10]4[C:5]([CH:4]=3)=[CH:6][CH:7]=[CH:8][CH:9]=4)=[O:13])=[N:57][C:56]=2[CH:55]=[C:54]([O:62][CH2:63][CH3:64])[CH:53]=1)=[O:51])[CH3:48]. The yield is 0.620. (2) The reactants are C(OC([N:8]1[CH2:11][CH:10]([C:12]2[C:17]([N:18]3[CH2:23][CH2:22][O:21][CH2:20][CH2:19]3)=[N:16][CH:15]=[CH:14][N:13]=2)[CH2:9]1)=O)(C)(C)C.[ClH:24].CO. No catalyst specified. The product is [ClH:24].[NH:8]1[CH2:11][CH:10]([C:12]2[C:17]([N:18]3[CH2:19][CH2:20][O:21][CH2:22][CH2:23]3)=[N:16][CH:15]=[CH:14][N:13]=2)[CH2:9]1. The yield is 1.00. (3) The reactants are Cl[CH2:2][C:3]1[CH:4]=[C:5]([F:12])[C:6]2[O:10][CH2:9][O:8][C:7]=2[CH:11]=1.[C-:13]#[N:14].[Na+].O. The catalyst is CS(C)=O. The product is [F:12][C:5]1[C:6]2[O:10][CH2:9][O:8][C:7]=2[CH:11]=[C:3]([CH2:2][C:13]#[N:14])[CH:4]=1. The yield is 0.700. (4) The reactants are C(=O)([O-])[O-].[Cs+].[Cs+].[Cl:7][C:8]1[CH:13]=[C:12](I)[C:11]([C:15]([F:18])([F:17])[F:16])=[CH:10][N:9]=1.CC1(C)C2C=CC=C(P(C3C=CC=CC=3)C3C=CC=CC=3)C=2OC2C1=CC=CC=2P(C1C=CC=CC=1)C1C=CC=CC=1.[NH2:61][C:62]1[CH:71]=[CH:70][CH:69]=[CH:68][C:63]=1[C:64]([NH:66][CH3:67])=[O:65]. The catalyst is O1CCOCC1.C([O-])(=O)C.[Pd+2].C([O-])(=O)C. The product is [Cl:7][C:8]1[CH:13]=[C:12]([NH:61][C:62]2[CH:71]=[CH:70][CH:69]=[CH:68][C:63]=2[C:64]([NH:66][CH3:67])=[O:65])[C:11]([C:15]([F:18])([F:17])[F:16])=[CH:10][N:9]=1. The yield is 0.680. (5) The reactants are [NH2:1][C:2]1[N:11]=[CH:10][C:9]2[C:8](SC)=[N:7][CH:6]=[N:5][C:4]=2[CH:3]=1.[CH3:14][C:15]([NH:17][C:18]1[CH:23]=[CH:22][C:21]([NH2:24])=[CH:20][CH:19]=1)=[O:16]. No catalyst specified. The product is [NH2:1][C:2]1[N:11]=[CH:10][C:9]2[C:8]([NH:24][C:21]3[CH:20]=[CH:19][C:18]([NH:17][C:15](=[O:16])[CH3:14])=[CH:23][CH:22]=3)=[N:7][CH:6]=[N:5][C:4]=2[CH:3]=1. The yield is 0.520. (6) The reactants are [CH2:1]([O:8][C:9]1[C:14]([C:15]([O:17]CC)=[O:16])=[CH:13][N:12]=[C:11]([N:20]2[CH:24]=[CH:23][CH:22]=[N:21]2)[N:10]=1)[C:2]1[CH:7]=[CH:6][CH:5]=[CH:4][CH:3]=1. The catalyst is C1COCC1.O. The product is [CH2:1]([O:8][C:9]1[C:14]([C:15]([OH:17])=[O:16])=[CH:13][N:12]=[C:11]([N:20]2[CH:24]=[CH:23][CH:22]=[N:21]2)[N:10]=1)[C:2]1[CH:3]=[CH:4][CH:5]=[CH:6][CH:7]=1. The yield is 0.290. (7) The reactants are [BH4-].[Na+].CO.[C:5]([C:7]1[C:15]2[S:14][C:13]([NH:16][C:17]([CH:19]3[CH2:21][CH2:20]3)=[O:18])=[N:12][C:11]=2[CH:10]=[CH:9][C:8]=1[O:22][C:23]1[CH:28]=[CH:27][C:26]([F:29])=[C:25]([NH:30]C(=O)C(F)(F)F)[CH:24]=1)#[N:6]. The yield is 0.680. The catalyst is C(O)C. The product is [NH2:30][C:25]1[CH:24]=[C:23]([CH:28]=[CH:27][C:26]=1[F:29])[O:22][C:8]1[CH:9]=[CH:10][C:11]2[N:12]=[C:13]([NH:16][C:17]([CH:19]3[CH2:20][CH2:21]3)=[O:18])[S:14][C:15]=2[C:7]=1[C:5]#[N:6]. (8) The reactants are [Si:1]([O:8][C:9]1[CH:10]=[C:11]([NH:16][C:17](=[O:28])[C:18]2[CH:23]=[CH:22][C:21]([C:24]([CH3:27])([CH3:26])[CH3:25])=[CH:20][CH:19]=2)[C:12]([NH2:15])=[CH:13][CH:14]=1)([C:4]([CH3:7])([CH3:6])[CH3:5])([CH3:3])[CH3:2].[NH:29]1[C:37]2[C:32](=[CH:33][CH:34]=[C:35]([C:38](O)=[O:39])[CH:36]=2)[CH:31]=[CH:30]1. No catalyst specified. The product is [Si:1]([O:8][C:9]1[CH:10]=[C:11]([NH:16][C:17](=[O:28])[C:18]2[CH:23]=[CH:22][C:21]([C:24]([CH3:27])([CH3:26])[CH3:25])=[CH:20][CH:19]=2)[C:12]([NH:15][C:38]([C:35]2[CH:36]=[C:37]3[C:32]([CH:31]=[CH:30][NH:29]3)=[CH:33][CH:34]=2)=[O:39])=[CH:13][CH:14]=1)([C:4]([CH3:7])([CH3:6])[CH3:5])([CH3:3])[CH3:2]. The yield is 0.500. (9) The reactants are O[CH2:2][C:3]1[CH:12]=[N:11][C:10]2[N:9]3[CH2:13][CH2:14][CH2:15][CH2:16][C@H:8]3[C:7](=[O:17])[NH:6][C:5]=2[CH:4]=1.[Cl:18][C:19]1[CH:20]=[C:21]([CH:28]=[CH:29][C:30]=1[N:31]1[CH2:36][CH2:35][NH:34][CH2:33][CH2:32]1)[C:22]([NH:24][CH:25]1[CH2:27][CH2:26]1)=[O:23].[I-].C(C[P+](C)(C)C)#N.C(N(CC)C(C)C)(C)C. The catalyst is C(#N)CC. The product is [Cl:18][C:19]1[CH:20]=[C:21]([CH:28]=[CH:29][C:30]=1[N:31]1[CH2:32][CH2:33][N:34]([CH2:2][C:3]2[CH:12]=[N:11][C:10]3[N:9]4[CH2:13][CH2:14][CH2:15][CH2:16][C@H:8]4[C:7](=[O:17])[NH:6][C:5]=3[CH:4]=2)[CH2:35][CH2:36]1)[C:22]([NH:24][CH:25]1[CH2:27][CH2:26]1)=[O:23]. The yield is 0.860. (10) The reactants are [Cl:1][C:2]1[C:7]([C:8]2[CH:13]=[CH:12][C:11]([C@H:14]([NH2:16])[CH3:15])=[CH:10][CH:9]=2)=[CH:6][C:5]([F:17])=[CH:4][N:3]=1.C(N(CC)CC)C.[F:25][C:26]1[CH:27]=[C:28]([S:33](Cl)(=[O:35])=[O:34])[CH:29]=[CH:30][C:31]=1[F:32]. The catalyst is ClCCl. The product is [Cl:1][C:2]1[C:7]([C:8]2[CH:9]=[CH:10][C:11]([C@H:14]([NH:16][S:33]([C:28]3[CH:29]=[CH:30][C:31]([F:32])=[C:26]([F:25])[CH:27]=3)(=[O:35])=[O:34])[CH3:15])=[CH:12][CH:13]=2)=[CH:6][C:5]([F:17])=[CH:4][N:3]=1. The yield is 0.380.